Predict the reactants needed to synthesize the given product. From a dataset of Full USPTO retrosynthesis dataset with 1.9M reactions from patents (1976-2016). (1) The reactants are: [H-].[Na+].[Cl:3][C:4]1[N:9]=[C:8]([CH3:10])[C:7]([CH2:11][OH:12])=[CH:6][CH:5]=1.Br[CH2:14][C:15]([O:17][CH2:18][CH3:19])=[O:16]. Given the product [CH2:18]([O:17][C:15](=[O:16])[CH2:14][O:12][CH2:11][C:7]1[C:8]([CH3:10])=[N:9][C:4]([Cl:3])=[CH:5][CH:6]=1)[CH3:19], predict the reactants needed to synthesize it. (2) Given the product [CH3:36][C:32]1([CH3:35])[C:24]2=[N:25][NH:26][C:22]([NH:21][C:19](=[O:20])[C:18]3[CH:17]=[CH:16][C:15]([F:14])=[CH:38][CH:37]=3)=[C:23]2[CH2:34][N:33]1[C:5]([N:52]1[CH2:53][CH2:54][N:49]([CH3:48])[CH2:50][CH2:51]1)=[O:11], predict the reactants needed to synthesize it. The reactants are: ClC(Cl)(O[C:5](=[O:11])OC(Cl)(Cl)Cl)Cl.Cl.[F:14][C:15]1[CH:38]=[CH:37][C:18]([C:19]([NH:21][C:22]2[N:26](C(OCC)=O)[N:25]=[C:24]3[C:32]([CH3:36])([CH3:35])[NH:33][CH2:34][C:23]=23)=[O:20])=[CH:17][CH:16]=1.C(N(CC)C(C)C)(C)C.[CH3:48][N:49]1[CH2:54][CH2:53][NH:52][CH2:51][CH2:50]1.